From a dataset of Full USPTO retrosynthesis dataset with 1.9M reactions from patents (1976-2016). Predict the reactants needed to synthesize the given product. (1) Given the product [C:1]([O:5][C:6]([NH:8][CH2:9][C:11]1[NH:12][C:13]([C:21]2[CH:30]=[CH:29][CH:28]=[C:27]3[C:22]=2[N:23]=[C:24]([NH:32][CH2:33][C:34]([F:35])([F:36])[F:37])[C:25]([CH3:31])=[N:26]3)=[CH:14][C:15]=1[C:16]([O:18][CH2:19][CH3:20])=[O:17])=[O:7])([CH3:2])([CH3:3])[CH3:4], predict the reactants needed to synthesize it. The reactants are: [C:1]([O:5][C:6]([NH:8][CH:9]([C:11]1[NH:12][C:13]([C:21]2[CH:30]=[CH:29][CH:28]=[C:27]3[C:22]=2[N:23]=[C:24]([NH:32][CH2:33][C:34]([F:37])([F:36])[F:35])[C:25]([CH3:31])=[N:26]3)=[CH:14][C:15]=1[C:16]([O:18][CH2:19][CH3:20])=[O:17])C)=[O:7])([CH3:4])([CH3:3])[CH3:2].BrCC(C1C=CC=C2C=1N=C(NCC(F)(F)F)C(C)=N2)=O.C(OC(NCC(=O)CC(OCC)=O)=O)(C)(C)C.C([O-])([O-])=O.[K+].[K+].C(OC(NCC(=O)C(CC(C1C=CC=C2C=1N=C(NCC(F)(F)F)C(C)=N2)=O)C(OCC)=O)=O)(C)(C)C. (2) Given the product [S:23]1[CH2:27][CH2:26][N:25]([C:28]([C:30]2[CH:35]=[CH:34][C:33]([NH:36][C:9](=[O:11])[CH:8]([C:3]3[CH:4]=[CH:5][CH:6]=[CH:7][C:2]=3[CH3:1])[NH:12][C:13]([NH:15][C:16]3[CH:21]=[CH:20][C:19]([Cl:22])=[CH:18][CH:17]=3)=[O:14])=[CH:32][CH:31]=2)=[O:29])[CH2:24]1, predict the reactants needed to synthesize it. The reactants are: [CH3:1][C:2]1[CH:7]=[CH:6][CH:5]=[CH:4][C:3]=1[CH:8]([NH:12][C:13]([NH:15][C:16]1[CH:21]=[CH:20][C:19]([Cl:22])=[CH:18][CH:17]=1)=[O:14])[C:9]([OH:11])=O.[S:23]1[CH2:27][CH2:26][N:25]([C:28]([C:30]2[CH:35]=[CH:34][C:33]([NH2:36])=[CH:32][CH:31]=2)=[O:29])[CH2:24]1.C(Cl)CCl. (3) Given the product [CH2:1]([O:8][CH2:9][C@@H:10]1[C@@H:11]([C:12]2[CH:17]=[CH:16][CH:15]=[CH:14][C:13]=2[Cl:18])[O:20]1)[C:2]1[CH:3]=[CH:4][CH:5]=[CH:6][CH:7]=1, predict the reactants needed to synthesize it. The reactants are: [CH2:1]([O:8][CH2:9]/[CH:10]=[CH:11]/[C:12]1[CH:17]=[CH:16][CH:15]=[CH:14][C:13]=1[Cl:18])[C:2]1[CH:7]=[CH:6][CH:5]=[CH:4][CH:3]=1.C([O-])([O-])=[O:20].[K+].[K+].CC(O)=O.OOS([O-])=O.[K+].C([O-])([O-])=O.[K+].[K+]. (4) Given the product [CH3:1][C:2]1[N:3]=[C:4]([C:20]2[CH:25]=[CH:24][C:23]([C:26]([F:29])([F:27])[F:28])=[CH:22][CH:21]=2)[S:5][C:6]=1[CH2:7][O:8][C:9]1[CH:18]=[C:17]2[C:12]([CH2:13][CH2:14][C:15](=[O:19])[N:16]2[CH2:33][C:34]([OH:36])=[O:35])=[CH:11][CH:10]=1, predict the reactants needed to synthesize it. The reactants are: [CH3:1][C:2]1[N:3]=[C:4]([C:20]2[CH:25]=[CH:24][C:23]([C:26]([F:29])([F:28])[F:27])=[CH:22][CH:21]=2)[S:5][C:6]=1[CH2:7][O:8][C:9]1[CH:18]=[C:17]2[C:12]([CH2:13][CH2:14][C:15](=[O:19])[NH:16]2)=[CH:11][CH:10]=1.[H-].[Na+].Br[CH2:33][C:34]([O:36]C(C)(C)C)=[O:35].C(O)(C(F)(F)F)=O. (5) Given the product [Br:1][C:2]1[CH:3]=[CH:4][C:5]([NH:8][C:9]2[N:18]=[CH:17][C:16]3[C:11](=[CH:12][CH:13]=[C:14]([O:19][C:31]4[CH:36]=[CH:35][N:34]=[C:33]([C:37]([NH:39][CH3:40])=[O:38])[CH:32]=4)[CH:15]=3)[N:10]=2)=[CH:6][CH:7]=1, predict the reactants needed to synthesize it. The reactants are: [Br:1][C:2]1[CH:7]=[CH:6][C:5]([NH:8][C:9]2[N:18]=[CH:17][C:16]3[C:11](=[CH:12][CH:13]=[C:14]([OH:19])[CH:15]=3)[N:10]=2)=[CH:4][CH:3]=1.C[Si]([N-][Si](C)(C)C)(C)C.[K+].Cl[C:31]1[CH:36]=[CH:35][N:34]=[C:33]([C:37]([NH:39][CH3:40])=[O:38])[CH:32]=1.C(=O)([O-])[O-].[K+].[K+]. (6) Given the product [CH3:15][O:18][C:26](=[O:27])[C:6]1[C:5]([CH2:4][C:1]([O:3][CH3:21])=[O:2])=[CH:13][CH:12]=[CH:11][C:10]=1[OH:14], predict the reactants needed to synthesize it. The reactants are: [C:1]([CH2:4][C:5]1[CH:13]=[CH:12][CH:11]=[C:10]([OH:14])[C:6]=1C(O)=O)([OH:3])=[O:2].[C:15]([O-:18])([O-])=O.[K+].[K+].[CH3:21]I.CN([CH:26]=[O:27])C. (7) Given the product [O:10]=[C:1]1[C:2]2[CH:8]=[CH:7][CH:6]=[CH:5][C:3]=2[S:4][C:12]([C:14]2[CH:23]=[CH:22][C:17]([C:18]([O:20][CH3:21])=[O:19])=[CH:16][N:15]=2)=[N:13]1, predict the reactants needed to synthesize it. The reactants are: [C:1]([O:10]C)(=O)[C:2]1[C:3](=[CH:5][CH:6]=[CH:7][CH:8]=1)[SH:4].[C:12]([C:14]1[CH:23]=[CH:22][C:17]([C:18]([O:20][CH3:21])=[O:19])=[CH:16][N:15]=1)#[N:13].C(N(CC)CC)C. (8) Given the product [CH3:18][Si:19]([C:22]#[C:23][C:9]1[CH:10]=[CH:11][C:12]2[N:13]([CH:15]=[CH:16][N:17]=2)[CH:14]=1)([CH3:21])[CH3:20], predict the reactants needed to synthesize it. The reactants are: C(N(CC)CC)C.I[C:9]1[CH:10]=[CH:11][C:12]2[N:13]([CH:15]=[CH:16][N:17]=2)[CH:14]=1.[CH3:18][Si:19]([C:22]#[CH:23])([CH3:21])[CH3:20].O. (9) Given the product [CH:17]1([N:6]2[C:7]3[C:3](=[C:2]([F:1])[C:10]([N+:11]([O-:13])=[O:12])=[CH:9][CH:8]=3)[C:4]([CH3:16])([CH3:15])[C:5]2=[O:14])[CH2:20][CH2:19][CH2:18]1, predict the reactants needed to synthesize it. The reactants are: [F:1][C:2]1[C:10]([N+:11]([O-:13])=[O:12])=[CH:9][CH:8]=[C:7]2[C:3]=1[C:4]([CH3:16])([CH3:15])[C:5](=[O:14])[NH:6]2.[CH:17]1(O)[CH2:20][CH2:19][CH2:18]1.C1(P(C2C=CC=CC=2)C2C=CC=CC=2)C=CC=CC=1.N(C(OCC)=O)=NC(OCC)=O.